Dataset: NCI-60 drug combinations with 297,098 pairs across 59 cell lines. Task: Regression. Given two drug SMILES strings and cell line genomic features, predict the synergy score measuring deviation from expected non-interaction effect. (1) Drug 2: CC12CCC3C(C1CCC2OP(=O)(O)O)CCC4=C3C=CC(=C4)OC(=O)N(CCCl)CCCl.[Na+]. Cell line: PC-3. Synergy scores: CSS=6.83, Synergy_ZIP=0.417, Synergy_Bliss=1.06, Synergy_Loewe=1.11, Synergy_HSA=-0.362. Drug 1: CN1C2=C(C=C(C=C2)N(CCCl)CCCl)N=C1CCCC(=O)O.Cl. (2) Drug 1: CC=C1C(=O)NC(C(=O)OC2CC(=O)NC(C(=O)NC(CSSCCC=C2)C(=O)N1)C(C)C)C(C)C. Drug 2: CC1C(C(CC(O1)OC2CC(OC(C2O)C)OC3=CC4=CC5=C(C(=O)C(C(C5)C(C(=O)C(C(C)O)O)OC)OC6CC(C(C(O6)C)O)OC7CC(C(C(O7)C)O)OC8CC(C(C(O8)C)O)(C)O)C(=C4C(=C3C)O)O)O)O. Cell line: T-47D. Synergy scores: CSS=48.7, Synergy_ZIP=-2.52, Synergy_Bliss=-5.83, Synergy_Loewe=-6.00, Synergy_HSA=-5.22. (3) Drug 1: CC1=C(C(CCC1)(C)C)C=CC(=CC=CC(=CC(=O)O)C)C. Drug 2: CC1=C2C(C(=O)C3(C(CC4C(C3C(C(C2(C)C)(CC1OC(=O)C(C(C5=CC=CC=C5)NC(=O)C6=CC=CC=C6)O)O)OC(=O)C7=CC=CC=C7)(CO4)OC(=O)C)O)C)OC(=O)C. Cell line: KM12. Synergy scores: CSS=76.7, Synergy_ZIP=13.2, Synergy_Bliss=13.9, Synergy_Loewe=2.55, Synergy_HSA=12.2. (4) Drug 1: CC1C(C(CC(O1)OC2CC(CC3=C2C(=C4C(=C3O)C(=O)C5=C(C4=O)C(=CC=C5)OC)O)(C(=O)C)O)N)O.Cl. Drug 2: C1C(C(OC1N2C=NC(=NC2=O)N)CO)O. Cell line: SF-268. Synergy scores: CSS=40.1, Synergy_ZIP=10.8, Synergy_Bliss=13.2, Synergy_Loewe=-1.17, Synergy_HSA=8.75. (5) Drug 1: C1CC(C1)(C(=O)O)C(=O)O.[NH2-].[NH2-].[Pt+2]. Drug 2: CC(C)NC(=O)C1=CC=C(C=C1)CNNC.Cl. Cell line: MOLT-4. Synergy scores: CSS=57.4, Synergy_ZIP=0.518, Synergy_Bliss=1.38, Synergy_Loewe=-10.1, Synergy_HSA=1.34. (6) Drug 1: C(CC(=O)O)C(=O)CN.Cl. Drug 2: CCC1(C2=C(COC1=O)C(=O)N3CC4=CC5=C(C=CC(=C5CN(C)C)O)N=C4C3=C2)O.Cl. Cell line: BT-549. Synergy scores: CSS=9.50, Synergy_ZIP=-4.99, Synergy_Bliss=0.185, Synergy_Loewe=-11.5, Synergy_HSA=-1.62. (7) Drug 1: C(=O)(N)NO. Drug 2: COC1=C2C(=CC3=C1OC=C3)C=CC(=O)O2. Cell line: CAKI-1. Synergy scores: CSS=3.33, Synergy_ZIP=3.28, Synergy_Bliss=-3.08, Synergy_Loewe=-4.31, Synergy_HSA=-3.64. (8) Drug 1: CC1C(C(CC(O1)OC2CC(CC3=C2C(=C4C(=C3O)C(=O)C5=C(C4=O)C(=CC=C5)OC)O)(C(=O)CO)O)N)O.Cl. Drug 2: CC1=C(C(=O)C2=C(C1=O)N3CC4C(C3(C2COC(=O)N)OC)N4)N. Cell line: UACC-257. Synergy scores: CSS=10.7, Synergy_ZIP=-2.31, Synergy_Bliss=-0.729, Synergy_Loewe=-5.50, Synergy_HSA=-0.106.